From a dataset of Orexin1 receptor HTS with 218,158 compounds and 233 confirmed actives. Binary Classification. Given a drug SMILES string, predict its activity (active/inactive) in a high-throughput screening assay against a specified biological target. (1) The compound is O(CC(=O)N1CCN(CC1)C(=O)c1cccnc1)c1ccc(cc1)c1ccccc1. The result is 0 (inactive). (2) The drug is O1c2cc(C(=O)Nc3c(N4CCN(CC4)C)cccc3)ccc2OCC1. The result is 0 (inactive). (3) The molecule is O(c1c(OC)cc(c(OC)c1)C=O)C. The result is 0 (inactive). (4) The molecule is Clc1c(NC(=O)CSc2scnn2)nc(c(Cl)c1)C. The result is 0 (inactive). (5) The drug is Clc1c(cc(NC(=O)CSc2n(CC)c(nn2)c2occc2)c(OC)c1)C. The result is 0 (inactive).